Dataset: Full USPTO retrosynthesis dataset with 1.9M reactions from patents (1976-2016). Task: Predict the reactants needed to synthesize the given product. (1) Given the product [I:17][C:2]1[C:7]([C:8]([O:10][CH3:11])=[O:9])=[C:6]([CH3:12])[N:5]=[CH:4][CH:3]=1, predict the reactants needed to synthesize it. The reactants are: Cl[C:2]1[C:7]([C:8]([O:10][CH3:11])=[O:9])=[C:6]([CH3:12])[N:5]=[CH:4][CH:3]=1.C(Cl)(=O)C.[I-:17].[Na+]. (2) The reactants are: [CH2:1]([N:9]1[CH:13]=[C:12]([C:14]2[C:22]3[C:17](=[N:18][CH:19]=[C:20]([C:23]4[CH:24]=[N:25][C:26]([N:29]5[CH2:34][CH2:33][NH:32][CH2:31][CH2:30]5)=[CH:27][CH:28]=4)[CH:21]=3)[N:16]([S:35]([C:38]3[CH:44]=[CH:43][C:41]([CH3:42])=[CH:40][CH:39]=3)(=[O:37])=[O:36])[CH:15]=2)[CH:11]=[N:10]1)[CH2:2][C:3]1[CH:8]=[CH:7][CH:6]=[CH:5][CH:4]=1.[CH3:45][C@H:46]1[CH2:48][O:47]1.CCN(C(C)C)C(C)C. Given the product [CH2:1]([N:9]1[CH:13]=[C:12]([C:14]2[C:22]3[C:17](=[N:18][CH:19]=[C:20]([C:23]4[CH:28]=[CH:27][C:26]([N:29]5[CH2:34][CH2:33][N:32]([CH2:45][C@@H:46]([OH:47])[CH3:48])[CH2:31][CH2:30]5)=[N:25][CH:24]=4)[CH:21]=3)[N:16]([S:35]([C:38]3[CH:39]=[CH:40][C:41]([CH3:42])=[CH:43][CH:44]=3)(=[O:36])=[O:37])[CH:15]=2)[CH:11]=[N:10]1)[CH2:2][C:3]1[CH:4]=[CH:5][CH:6]=[CH:7][CH:8]=1, predict the reactants needed to synthesize it. (3) Given the product [Br:1][C:2]1[CH:11]=[C:10]2[C:5]([CH:6]=[CH:7][C:8]([C@H:12]([O:14][Si:21]([C:32]([CH3:31])([CH3:33])[CH3:42])([CH3:23])[CH3:22])[CH3:13])=[N:9]2)=[CH:4][CH:3]=1, predict the reactants needed to synthesize it. The reactants are: [Br:1][C:2]1[CH:11]=[C:10]2[C:5]([CH:6]=[CH:7][C:8]([C@H:12]([OH:14])[CH3:13])=[N:9]2)=[CH:4][CH:3]=1.FC(F)(F)S(O[Si:21](C)([CH3:23])[CH3:22])(=O)=O.N1[C:32]([CH3:33])=[CH:31]C=CC=1C.OP([O-])(O)=O.[K+].Cl[CH2:42]Cl. (4) Given the product [Cl:8][C:7]1[CH:6]=[CH:5][C:4]([CH3:9])=[CH:3][C:2]=1[NH:10][C:11]1[CH:12]=[C:13]2[C:18]3=[C:19]([CH2:21][CH2:22][N:17]3[CH2:16][C@@H:15]3[CH2:23][NH:24][CH2:25][C@H:14]23)[CH:20]=1, predict the reactants needed to synthesize it. The reactants are: Br[C:2]1[CH:3]=[C:4]([CH3:9])[CH:5]=[CH:6][C:7]=1[Cl:8].[NH2:10][C:11]1[CH:12]=[C:13]2[C:18]3=[C:19]([CH2:21][CH2:22][N:17]3[CH2:16][C@@H:15]3[CH2:23][N:24](C(OC(C)(C)C)=O)[CH2:25][C@H:14]23)[CH:20]=1. (5) Given the product [NH2:13][C:14]1[C:23]([O:8][CH2:7][C:6]2[CH:9]=[CH:10][C:3]([O:2][CH3:1])=[CH:4][CH:5]=2)=[N:22][C:21]2[C:16](=[CH:17][CH:18]=[CH:19][CH:20]=2)[N:15]=1, predict the reactants needed to synthesize it. The reactants are: [CH3:1][O:2][C:3]1[CH:10]=[CH:9][C:6]([CH2:7][OH:8])=[CH:5][CH:4]=1.[H-].[Na+].[NH2:13][C:14]1[C:23](Cl)=[N:22][C:21]2[C:16](=[CH:17][CH:18]=[CH:19][CH:20]=2)[N:15]=1. (6) Given the product [CH:25]1([N:15]2[CH2:14][CH2:13][CH:12]([N:5]3[C:6]4[C:11](=[CH:10][CH:9]=[CH:8][CH:7]=4)[C:3]([CH2:19][C:20]([NH:22][CH3:23])=[O:21])([O:2][CH3:1])[C:4]3=[O:18])[CH2:17][CH2:16]2)[C:26]2=[C:35]3[C:30](=[CH:29][CH:28]=[CH:27]2)[CH:31]=[CH:32][CH:33]=[C:34]3[CH2:24]1, predict the reactants needed to synthesize it. The reactants are: [CH3:1][O:2][C:3]1([CH2:19][C:20]([NH:22][CH3:23])=[O:21])[C:11]2[C:6](=[CH:7][CH:8]=[CH:9][CH:10]=2)[N:5]([CH:12]2[CH2:17][CH2:16][NH:15][CH2:14][CH2:13]2)[C:4]1=[O:18].[C:24]1(=O)[C:34]2=[C:35]3[C:30](=[CH:31][CH:32]=[CH:33]2)[CH:29]=[CH:28][CH:27]=[C:26]3[CH2:25]1.C([BH3-])#N.[Na+].